This data is from Blood-brain barrier permeability classification from the B3DB database. The task is: Regression/Classification. Given a drug SMILES string, predict its absorption, distribution, metabolism, or excretion properties. Task type varies by dataset: regression for continuous measurements (e.g., permeability, clearance, half-life) or binary classification for categorical outcomes (e.g., BBB penetration, CYP inhibition). Dataset: b3db_classification. The molecule is OCCN1CCN([C@H]2C[C@H](c3ccc(F)cc3)c3ccc(C(F)(F)F)cc32)CC1. The result is 1 (penetrates BBB).